This data is from Peptide-MHC class I binding affinity with 185,985 pairs from IEDB/IMGT. The task is: Regression. Given a peptide amino acid sequence and an MHC pseudo amino acid sequence, predict their binding affinity value. This is MHC class I binding data. The peptide sequence is FQWSDDPFI. The MHC is HLA-A02:19 with pseudo-sequence HLA-A02:19. The binding affinity (normalized) is 0.797.